The task is: Predict which catalyst facilitates the given reaction.. This data is from Catalyst prediction with 721,799 reactions and 888 catalyst types from USPTO. (1) Reactant: [Cl:1][C:2]1[CH:25]=[CH:24][C:5]([CH2:6][NH:7][C:8]([C:10]2[C:11](=[O:23])[C:12]3[S:19][C:18]([CH2:20]Cl)=[C:17]([CH3:22])[C:13]=3[N:14]([CH3:16])[CH:15]=2)=[O:9])=[CH:4][CH:3]=1.[OH:26][CH:27]([C:31]1[CH:36]=[CH:35][C:34]([NH:37][C:38](=[O:40])[CH3:39])=[CH:33][CH:32]=1)[CH2:28][NH:29][CH3:30].C(N(C(C)C)CC)(C)C. Product: [C:38]([NH:37][C:34]1[CH:35]=[CH:36][C:31]([CH:27]([OH:26])[CH2:28][N:29]([CH2:20][C:18]2[S:19][C:12]3[C:11](=[O:23])[C:10]([C:8]([NH:7][CH2:6][C:5]4[CH:4]=[CH:3][C:2]([Cl:1])=[CH:25][CH:24]=4)=[O:9])=[CH:15][N:14]([CH3:16])[C:13]=3[C:17]=2[CH3:22])[CH3:30])=[CH:32][CH:33]=1)(=[O:40])[CH3:39]. The catalyst class is: 18. (2) Reactant: N(C1CC1)=C=S.N.[CH:8]1([NH:11][C:12]([NH2:14])=[S:13])[CH2:10][CH2:9]1.Br[CH2:16][C:17]([C:19]1[CH:27]=[CH:26][C:22]([C:23]([OH:25])=[O:24])=[CH:21][CH:20]=1)=O. Product: [CH:8]1([NH:11][C:12]2[S:13][CH:16]=[C:17]([C:19]3[CH:27]=[CH:26][C:22]([C:23]([OH:25])=[O:24])=[CH:21][CH:20]=3)[N:14]=2)[CH2:10][CH2:9]1. The catalyst class is: 36. (3) Reactant: [Cl:1][C:2]1[CH:7]=[CH:6][CH:5]=[CH:4][C:3]=1/[C:8](/[CH2:30][CH3:31])=[C:9](\[C:19]1[CH:24]=[CH:23][C:22](/[CH:25]=[CH:26]/[C:27]([OH:29])=[O:28])=[CH:21][CH:20]=1)/[C:10]1[CH:11]=[C:12]2C(=[CH:17][CH:18]=1)N[N:14]=[CH:13]2.[C:32]([O-])([O-])=O.[Cs+].[Cs+].IC.C[N:41]([CH:43]=O)[CH3:42]. The catalyst class is: 6. Product: [Cl:1][C:2]1[CH:7]=[CH:6][CH:5]=[CH:4][C:3]=1/[C:8](/[CH2:30][CH3:31])=[C:9](\[C:19]1[CH:20]=[CH:21][C:22](/[CH:25]=[CH:26]/[C:27]([O:29][CH3:32])=[O:28])=[CH:23][CH:24]=1)/[C:10]1[CH:11]=[C:12]2[C:43](=[CH:17][CH:18]=1)[N:41]([CH3:42])[N:14]=[CH:13]2.